From a dataset of Forward reaction prediction with 1.9M reactions from USPTO patents (1976-2016). Predict the product of the given reaction. (1) Given the reactants Cl.[Cl:2][C:3]1[CH:4]=[N+:5]([O-:32])[CH:6]=[C:7]([Cl:31])[C:8]=1[CH2:9][C@@H:10]([C:19]1[CH:24]=[CH:23][C:22]([O:25][CH:26]([F:28])[F:27])=[C:21]([O:29][CH3:30])[CH:20]=1)[O:11][C:12]([C@H:14]1[NH:18][CH2:17][CH2:16][S:15]1)=[O:13].[CH3:33][N:34]([CH3:47])[C:35]([C:37]1[CH:38]=[C:39]([S:43](Cl)(=[O:45])=[O:44])[CH:40]=[CH:41][CH:42]=1)=[O:36], predict the reaction product. The product is: [Cl:2][C:3]1[CH:4]=[N+:5]([O-:32])[CH:6]=[C:7]([Cl:31])[C:8]=1[CH2:9][C@@H:10]([C:19]1[CH:24]=[CH:23][C:22]([O:25][CH:26]([F:28])[F:27])=[C:21]([O:29][CH3:30])[CH:20]=1)[O:11][C:12]([C@H:14]1[N:18]([S:43]([C:39]2[CH:40]=[CH:41][CH:42]=[C:37]([C:35](=[O:36])[N:34]([CH3:33])[CH3:47])[CH:38]=2)(=[O:45])=[O:44])[CH2:17][CH2:16][S:15]1)=[O:13]. (2) Given the reactants B.[Br:2][C:3]1[C:28]([F:29])=[CH:27][C:6]2[O:7][C:8]3[CH:25]=[C:24]([F:26])[CH:23]=[CH:22][C:9]=3[C@H:10]3[C@H:15]([NH:16][C:17](=[O:20])[O:18][CH3:19])[CH2:14][CH2:13][C:12](=O)[N:11]3[C:5]=2[CH:4]=1.O, predict the reaction product. The product is: [Br:2][C:3]1[C:28]([F:29])=[CH:27][C:6]2[O:7][C:8]3[CH:25]=[C:24]([F:26])[CH:23]=[CH:22][C:9]=3[C@H:10]3[C@H:15]([NH:16][C:17](=[O:20])[O:18][CH3:19])[CH2:14][CH2:13][CH2:12][N:11]3[C:5]=2[CH:4]=1. (3) Given the reactants [F:1][C:2]1[CH:7]=[CH:6][C:5]([C:8]([C:10]2[CH:15]=[C:14]([CH3:16])[CH:13]=[CH:12][C:11]=2[O:17][CH3:18])=[O:9])=[CH:4][CH:3]=1.[Br:19]N1C(=O)CCC1=O, predict the reaction product. The product is: [Br:19][CH2:16][C:14]1[CH:13]=[CH:12][C:11]([O:17][CH3:18])=[C:10]([C:8]([C:5]2[CH:6]=[CH:7][C:2]([F:1])=[CH:3][CH:4]=2)=[O:9])[CH:15]=1. (4) Given the reactants O[CH:2]1[CH2:5][N:4]([C:6]2[CH:11]=[CH:10][C:9]([N:12]3[CH2:16][C@H:15]([CH2:17][O:18][C:19]4[CH:23]=[CH:22][O:21][N:20]=4)[O:14][C:13]3=[O:24])=[CH:8][C:7]=2[F:25])[CH2:3]1.FC1C=C(N2C[C@H](CO)OC2=O)C=C[C:32]=1[N:33]1C=C(C)N=C1, predict the reaction product. The product is: [F:25][C:7]1[CH:8]=[C:9]([N:12]2[CH2:16][C@H:15]([CH2:17][O:18][C:19]3[CH:23]=[CH:22][O:21][N:20]=3)[O:14][C:13]2=[O:24])[CH:10]=[CH:11][C:6]=1[N:4]1[CH:3]=[C:2]([CH3:5])[N:33]=[CH:32]1.